This data is from Full USPTO retrosynthesis dataset with 1.9M reactions from patents (1976-2016). The task is: Predict the reactants needed to synthesize the given product. Given the product [NH2:1][C:4]1[C:5]([O:18][CH3:19])=[C:6]([C:10]2[CH:11]=[C:12]([C:15]([OH:17])=[O:16])[O:13][CH:14]=2)[CH:7]=[CH:8][CH:9]=1, predict the reactants needed to synthesize it. The reactants are: [N+:1]([C:4]1[C:5]([O:18][CH3:19])=[C:6]([C:10]2[CH:11]=[C:12]([C:15]([OH:17])=[O:16])[O:13][CH:14]=2)[CH:7]=[CH:8][CH:9]=1)([O-])=O.C([O-])=O.[NH4+].